From a dataset of Reaction yield outcomes from USPTO patents with 853,638 reactions. Predict the reaction yield, written as a fraction of the theoretical maximum amount of product (1.0 means a 100% yield; for example, 0.34 means a 34% yield). (1) The reactants are [CH3:1][O:2][C:3]([C:5]1([C:8]2[CH:13]=[CH:12][C:11]([O:14][CH3:15])=[C:10]([CH2:16]Cl)[CH:9]=2)[CH2:7][CH2:6]1)=[O:4].C([O-])([O-])=[O:19].[Na+].[Na+].Cl. The catalyst is O.[N+](CCCC)(CCCC)(CCCC)CCCC.[Br-]. The product is [CH3:1][O:2][C:3]([C:5]1([C:8]2[CH:13]=[CH:12][C:11]([O:14][CH3:15])=[C:10]([CH2:16][OH:19])[CH:9]=2)[CH2:7][CH2:6]1)=[O:4]. The yield is 0.390. (2) The reactants are [N+:1]([C:4]1[CH:23]=[CH:22][CH:21]=[C:6]2[C:7]([N:9]([C:12]3([CH3:20])[CH2:17][CH2:16][C:15](=[O:18])[NH:14][C:13]3=[O:19])[C:10](=[O:11])[C:5]=12)=[O:8])([O-])=O.[H][H]. The catalyst is CC(C)=O.C(OCC)(=O)C.[Pd]. The product is [NH2:1][C:4]1[CH:23]=[CH:22][CH:21]=[C:6]2[C:7]([N:9]([C:12]3([CH3:20])[CH2:17][CH2:16][C:15](=[O:18])[NH:14][C:13]3=[O:19])[C:10](=[O:11])[C:5]=12)=[O:8]. The yield is 0.820. (3) The reactants are [Cl:1][C:2]1[CH:3]=[C:4]2[O:8][C:7]([C:9]3[CH:14]=[CH:13][CH:12]=[CH:11][CH:10]=3)=[N:6][C:5]2=[C:15]([C:17]([OH:19])=O)[CH:16]=1.[NH2:20][CH:21]1[CH2:26][CH2:25][N:24]([CH3:27])[CH2:23][CH2:22]1. No catalyst specified. The product is [CH3:27][N:24]1[CH2:25][CH2:26][CH:21]([NH:20][C:17]([C:15]2[CH:16]=[C:2]([Cl:1])[CH:3]=[C:4]3[O:8][C:7]([C:9]4[CH:10]=[CH:11][CH:12]=[CH:13][CH:14]=4)=[N:6][C:5]=23)=[O:19])[CH2:22][CH2:23]1. The yield is 0.460. (4) The reactants are [CH3:1][O:2][C:3]1[CH:4]=[CH:5][C:6]2[N:7]([C:9]([C:12]([O:14]CC)=O)=[N:10][N:11]=2)[CH:8]=1.O[Li].O.Cl.Cl.[F:22][C:23]([F:37])([F:36])[C:24]1[CH:29]=[CH:28][CH:27]=[CH:26][C:25]=1[CH:30]1[CH2:35][CH2:34][NH:33][CH2:32][CH2:31]1.F[P-](F)(F)(F)(F)F.N1(O[P+](N(C)C)(N(C)C)N(C)C)C2C=CC=CC=2N=N1.CCN(C(C)C)C(C)C. The catalyst is C1COCC1.O.CN(C=O)C. The product is [CH3:1][O:2][C:3]1[CH:4]=[CH:5][C:6]2[N:7]([C:9]([C:12]([N:33]3[CH2:34][CH2:35][CH:30]([C:25]4[CH:26]=[CH:27][CH:28]=[CH:29][C:24]=4[C:23]([F:22])([F:36])[F:37])[CH2:31][CH2:32]3)=[O:14])=[N:10][N:11]=2)[CH:8]=1. The yield is 0.850. (5) The reactants are [OH:1][CH2:2][C:3]1([CH2:16][OH:17])[C:15]2[CH:14]=[CH:13][CH:12]=[CH:11][C:10]=2[C:9]2[C:4]1=[CH:5][CH:6]=[CH:7][CH:8]=2.I[CH3:19].[H-].[Na+]. The catalyst is O1CCCC1. The product is [CH3:19][O:1][CH2:2][C:3]1([CH2:16][OH:17])[C:15]2[CH:14]=[CH:13][CH:12]=[CH:11][C:10]=2[C:9]2[C:4]1=[CH:5][CH:6]=[CH:7][CH:8]=2. The yield is 0.620.